Dataset: Full USPTO retrosynthesis dataset with 1.9M reactions from patents (1976-2016). Task: Predict the reactants needed to synthesize the given product. (1) Given the product [Br:1][C:2]1[CH:7]=[C:6]2[C:5]([CH2:8][CH2:9][CH2:10][C:11]2=[O:13])=[C:4]([F:14])[CH:3]=1, predict the reactants needed to synthesize it. The reactants are: [Br:1][C:2]1[CH:7]=[CH:6][C:5]([CH2:8][CH2:9][CH2:10][C:11]([OH:13])=O)=[C:4]([F:14])[CH:3]=1.S(Cl)(Cl)=O.[Cl-].[Al+3].[Cl-].[Cl-]. (2) Given the product [NH:32]1[CH2:33][CH:30]([N:12]2[C:11]3[C:10](=[O:17])[N:9]([C:18]4[CH:19]=[C:20]([CH3:28])[C:21]5[N:22]([C:24]([CH3:27])=[N:25][N:26]=5)[CH:23]=4)[CH:8]([C:5]4[CH:6]=[CH:7][C:2]([Cl:1])=[CH:3][CH:4]=4)[C:15]=3[C:14]([CH3:16])=[N:13]2)[CH2:31]1, predict the reactants needed to synthesize it. The reactants are: [Cl:1][C:2]1[CH:7]=[CH:6][C:5]([CH:8]2[C:15]3[C:14]([CH3:16])=[N:13][NH:12][C:11]=3[C:10](=[O:17])[N:9]2[C:18]2[CH:19]=[C:20]([CH3:28])[C:21]3[N:22]([C:24]([CH3:27])=[N:25][N:26]=3)[CH:23]=2)=[CH:4][CH:3]=1.I[CH:30]1[CH2:33][N:32](C(OC(C)(C)C)=O)[CH2:31]1. (3) The reactants are: [NH2:1][C:2]([C:4]1[CH:9]=[CH:8][C:7]([C:10]2[CH:15]=[CH:14][CH:13]=[C:12]([CH2:16][CH2:17][NH:18]C(=O)OC(C)(C)C)[CH:11]=2)=[CH:6][CH:5]=1)=[O:3].FC(F)(F)C(O)=O.C([O-])([O-])=O.[K+].[K+].C(Cl)(Cl)Cl. Given the product [NH2:18][CH2:17][CH2:16][C:12]1[CH:11]=[C:10]([C:7]2[CH:8]=[CH:9][C:4]([C:2]([NH2:1])=[O:3])=[CH:5][CH:6]=2)[CH:15]=[CH:14][CH:13]=1, predict the reactants needed to synthesize it. (4) Given the product [CH2:1]([NH:12][CH2:11][CH2:9][OH:10])[C:2]1[CH:7]=[CH:6][CH:5]=[CH:4][CH:3]=1, predict the reactants needed to synthesize it. The reactants are: [CH2:1](Br)[C:2]1[CH:7]=[CH:6][CH:5]=[CH:4][CH:3]=1.[CH2:9]([CH2:11][NH2:12])[OH:10]. (5) Given the product [NH2:5][C@H:9]1[CH2:13][CH2:12][N:11]([S:14]([C:17]2[C:18]([OH:24])=[N:19][CH:20]=[C:21]([C:44]3[CH:45]=[CH:46][C:40]4[O:39][CH2:38][CH2:37][N:36]([C:29]5[C:28]6[CH2:27][C:26]([CH3:25])([CH3:50])[CH2:35][CH2:34][C:33]=6[N:32]=[CH:31][N:30]=5)[CH2:42][C:41]=4[CH:43]=3)[CH:22]=2)(=[O:15])=[O:16])[CH2:10]1, predict the reactants needed to synthesize it. The reactants are: CC([N:5]([C@H:9]1[CH2:13][CH2:12][N:11]([S:14]([C:17]2[C:18]([OH:24])=[N:19][CH:20]=[C:21](Br)[CH:22]=2)(=[O:16])=[O:15])[CH2:10]1)C(=O)[O-])(C)C.[CH3:25][C:26]1([CH3:50])[CH2:35][CH2:34][C:33]2[N:32]=[CH:31][N:30]=[C:29]([N:36]3[CH2:42][C:41]4[CH:43]=[C:44](B(O)O)[CH:45]=[CH:46][C:40]=4[O:39][CH2:38][CH2:37]3)[C:28]=2[CH2:27]1. (6) The reactants are: Cl[C:2]1[CH:3]=[C:4]([C:9]2[O:13][C:12]([C:14]([N:16]3[CH2:20][C:19](=[O:21])[NH:18][CH2:17]3)=[O:15])=[CH:11][C:10]=2[C:22]2[CH:27]=[CH:26][CH:25]=[C:24]([Cl:28])[CH:23]=2)[CH:5]=[CH:6][C:7]=1[F:8].BrC1OC([C:35]([N:37]2CC(=O)NC2)=O)=CC=1C1C=CC=C(Cl)C=1. Given the product [Cl:28][C:24]1[CH:23]=[C:22]([C:10]2[CH:11]=[C:12]([C:14]([N:16]3[CH2:20][C:19](=[O:21])[NH:18][CH2:17]3)=[O:15])[O:13][C:9]=2[C:4]2[CH:5]=[CH:6][C:7]([F:8])=[C:2]([C:35]#[N:37])[CH:3]=2)[CH:27]=[CH:26][CH:25]=1, predict the reactants needed to synthesize it. (7) Given the product [Cl:1][C:2]1[CH:7]=[C:6]2[NH:8][C:9](=[O:43])[C:10]3([CH:15]([C:16]4[CH:21]=[C:20]([Cl:22])[CH:19]=[CH:18][C:17]=4[O:23][C:24]([C:31]([NH:60][S:57]([CH3:56])(=[O:59])=[O:58])=[O:32])([CH2:28][CH2:29][CH3:30])[CH2:25][CH2:26][CH3:27])[CH2:14][C:13](=[O:34])[NH:12][CH:11]3[C:35]3[CH:40]=[C:39]([Cl:41])[CH:38]=[CH:37][C:36]=3[CH3:42])[C:5]2=[CH:4][CH:3]=1, predict the reactants needed to synthesize it. The reactants are: [Cl:1][C:2]1[CH:7]=[C:6]2[NH:8][C:9](=[O:43])[C:10]3([CH:15]([C:16]4[CH:21]=[C:20]([Cl:22])[CH:19]=[CH:18][C:17]=4[O:23][C:24]([C:31](O)=[O:32])([CH2:28][CH2:29][CH3:30])[CH2:25][CH2:26][CH3:27])[CH2:14][C:13](=[O:34])[NH:12][CH:11]3[C:35]3[CH:40]=[C:39]([Cl:41])[CH:38]=[CH:37][C:36]=3[CH3:42])[C:5]2=[CH:4][CH:3]=1.C1N=CN(C(N2C=NC=C2)=O)C=1.[CH3:56][S:57]([NH2:60])(=[O:59])=[O:58].[H-].[Na+].Cl. (8) The reactants are: [CH2:1]([N:5]([CH2:8][CH2:9][CH2:10][CH3:11])[CH:6]=[O:7])[CH2:2][CH2:3][CH3:4].[CH3:12][N:13]([CH3:16])[CH:14]=[O:15].Cl.C(OCC)C. Given the product [CH2:1]([N:5]([CH2:8][CH2:9][CH2:10][CH3:11])[CH:6]=[O:7])[CH2:2][CH2:3][CH3:4].[CH3:12][N:13]([CH3:16])[CH:14]=[O:15], predict the reactants needed to synthesize it.